Task: Predict which catalyst facilitates the given reaction.. Dataset: Catalyst prediction with 721,799 reactions and 888 catalyst types from USPTO (1) Reactant: C(OC([N:8]1[C@@H:12]([C:13]([O:15][C:16]2[CH:21]=[CH:20][C:19]([C:22](=[O:24])[CH3:23])=[CH:18][CH:17]=2)=[O:14])[CH2:11][O:10]C1(C)C)=O)(C)(C)C.[F:27][C:28]([F:33])([F:32])[C:29]([OH:31])=[O:30]. Product: [F:27][C:28]([F:33])([F:32])[C:29]([OH:31])=[O:30].[NH2:8][C@H:12]([CH2:11][OH:10])[C:13]([O:15][C:16]1[CH:21]=[CH:20][C:19]([C:22](=[O:24])[CH3:23])=[CH:18][CH:17]=1)=[O:14]. The catalyst class is: 4. (2) Reactant: [N+:1]([O-:4])(O)=[O:2].[NH2:5][C:6]1[CH:14]=[CH:13][C:9]([C:10]([OH:12])=[O:11])=[CH:8][N:7]=1. Product: [NH2:5][C:6]1[C:14]([N+:1]([O-:4])=[O:2])=[CH:13][C:9]([C:10]([OH:12])=[O:11])=[CH:8][N:7]=1. The catalyst class is: 65. (3) Reactant: [Cl:1][C:2]1[CH:7]=[CH:6][C:5]([CH2:8][C@@H:9]([NH:33]C(OC(C)(C)C)=O)[C:10]([N:12]2[CH2:17][CH2:16][N:15]([C:18]3[CH:23]=[CH:22][CH:21]=[CH:20][C:19]=3[N:24]([CH2:29][CH:30]3[CH2:32][CH2:31]3)[S:25]([CH3:28])(=[O:27])=[O:26])[CH2:14][CH2:13]2)=[O:11])=[CH:4][CH:3]=1. Product: [NH2:33][C@H:9]([CH2:8][C:5]1[CH:4]=[CH:3][C:2]([Cl:1])=[CH:7][CH:6]=1)[C:10]([N:12]1[CH2:13][CH2:14][N:15]([C:18]2[CH:23]=[CH:22][CH:21]=[CH:20][C:19]=2[N:24]([CH2:29][CH:30]2[CH2:31][CH2:32]2)[S:25]([CH3:28])(=[O:26])=[O:27])[CH2:16][CH2:17]1)=[O:11]. The catalyst class is: 25. (4) Product: [I:13][C:10]1[CH:11]=[CH:12][C:7]([C:17]2([OH:21])[CH2:18][CH2:19][CH2:20][O:14][CH2:15][CH2:16]2)=[CH:8][CH:9]=1. Reactant: C([Li])CCC.I[C:7]1[CH:12]=[CH:11][C:10]([I:13])=[CH:9][CH:8]=1.[O:14]1[CH2:20][CH2:19][CH2:18][C:17](=[O:21])[CH2:16][CH2:15]1.[Cl-].[NH4+]. The catalyst class is: 1.